Dataset: Peptide-MHC class I binding affinity with 185,985 pairs from IEDB/IMGT. Task: Regression. Given a peptide amino acid sequence and an MHC pseudo amino acid sequence, predict their binding affinity value. This is MHC class I binding data. (1) The peptide sequence is RAWDPQPAM. The MHC is HLA-B46:01 with pseudo-sequence HLA-B46:01. The binding affinity (normalized) is 0.0847. (2) The peptide sequence is VFMDNAFKK. The MHC is HLA-B18:01 with pseudo-sequence HLA-B18:01. The binding affinity (normalized) is 0.0847. (3) The peptide sequence is IRQAGVQYSR. The MHC is HLA-A02:03 with pseudo-sequence HLA-A02:03. The binding affinity (normalized) is 0.